This data is from Catalyst prediction with 721,799 reactions and 888 catalyst types from USPTO. The task is: Predict which catalyst facilitates the given reaction. (1) The catalyst class is: 3. Reactant: [CH:1]1([C:4](=[O:18])[CH:5]([NH:12][C:13](=O)[CH2:14][O:15][CH3:16])[CH2:6][C:7]([O:9][CH2:10][CH3:11])=[O:8])[CH2:3][CH2:2]1.O=P(Cl)(Cl)Cl.C([O-])([O-])=O.[K+].[K+]. Product: [CH:1]1([C:4]2[O:18][C:13]([CH2:14][O:15][CH3:16])=[N:12][C:5]=2[CH2:6][C:7]([O:9][CH2:10][CH3:11])=[O:8])[CH2:2][CH2:3]1. (2) Reactant: Br[CH2:2][C:3]([C:5]([F:8])([F:7])[F:6])=O.[CH3:9][O:10][CH2:11][C:12]1[S:16][C:15]([NH2:17])=[N:14][N:13]=1.O. Product: [CH3:9][O:10][CH2:11][C:12]1[S:16][C:15]2=[N:17][C:3]([C:5]([F:8])([F:7])[F:6])=[CH:2][N:14]2[N:13]=1. The catalyst class is: 57. (3) Reactant: C(OC(=O)[NH:7][CH2:8][CH2:9][C:10]1[CH:15]=[CH:14][C:13]([F:16])=[C:12]([O:17][CH3:18])[CH:11]=1)(C)(C)C.[ClH:20].C(OCC)(=O)C. Product: [ClH:20].[F:16][C:13]1[CH:14]=[CH:15][C:10]([CH2:9][CH2:8][NH2:7])=[CH:11][C:12]=1[O:17][CH3:18]. The catalyst class is: 698. (4) Reactant: [Cl:1][C:2]1[C:3]([C:17](Cl)=[O:18])=[N:4][O:5][C:6]=1[C:7]1[CH:12]=[CH:11][C:10]([C:13]([F:16])([F:15])[F:14])=[CH:9][CH:8]=1.[NH2:20][C:21]1[CH:22]=[C:23]([OH:27])[CH:24]=[CH:25][CH:26]=1.C(=O)([O-])[O-].[K+].[K+]. Product: [Cl:1][C:2]1[C:3]([C:17]([NH:20][C:21]2[CH:26]=[CH:25][CH:24]=[C:23]([OH:27])[CH:22]=2)=[O:18])=[N:4][O:5][C:6]=1[C:7]1[CH:12]=[CH:11][C:10]([C:13]([F:16])([F:15])[F:14])=[CH:9][CH:8]=1. The catalyst class is: 4.